Dataset: Forward reaction prediction with 1.9M reactions from USPTO patents (1976-2016). Task: Predict the product of the given reaction. (1) Given the reactants C(OC(=O)[NH:7][C@@H:8]1[CH2:14][CH2:13][CH2:12][CH2:11][NH:10][CH2:9]1)(C)(C)C.CCN(C(C)C)C(C)C.[CH3:25][N:26]([CH3:30])[C:27](Cl)=[O:28], predict the reaction product. The product is: [NH2:7][C@@H:8]1[CH2:14][CH2:13][CH2:12][CH2:11][N:10]([C:27]([N:26]([CH3:30])[CH3:25])=[O:28])[CH2:9]1. (2) Given the reactants [CH3:1][C:2]1[N:3]=[CH:4][S:5][CH:6]=1.I[C:8]1[CH:13]=[CH:12][C:11]([S:14]([NH:17][CH2:18][CH2:19][C:20]([F:23])([F:22])[F:21])(=[O:16])=[O:15])=[CH:10][CH:9]=1.[CH3:24]N(C=O)C.C(O[CH2:33][CH3:34])(=O)C, predict the reaction product. The product is: [S:5]1[C:6]2[CH:24]=[CH:33][CH:34]=[CH:1][C:2]=2[N:3]=[C:4]1[C:8]1[CH:13]=[CH:12][C:11]([S:14]([NH:17][CH2:18][CH2:19][C:20]([F:23])([F:22])[F:21])(=[O:16])=[O:15])=[CH:10][CH:9]=1.